From a dataset of Full USPTO retrosynthesis dataset with 1.9M reactions from patents (1976-2016). Predict the reactants needed to synthesize the given product. (1) Given the product [Br:1][C:2]1[C:3]([C:13]#[N:14])=[C:4]([CH3:12])[C:5]([OH:11])=[C:6]([CH:10]=1)[C:7]([O:9][CH3:15])=[O:8], predict the reactants needed to synthesize it. The reactants are: [Br:1][C:2]1[C:3]([C:13]#[N:14])=[C:4]([CH3:12])[C:5]([OH:11])=[C:6]([CH:10]=1)[C:7]([OH:9])=[O:8].[C:15](Cl)(=O)C(Cl)=O.CN(C=O)C. (2) Given the product [Cl:7][C:8]1[CH:39]=[CH:38][C:11]([CH2:12][NH:13][C:14]([C:16]2[C:17](=[O:37])[C:18]3[CH:34]=[C:33]([CH2:35][N:47]([CH2:46][C@H:45]([C:41]4[O:40][CH:44]=[CH:43][CH:42]=4)[OH:49])[CH3:48])[S:32][C:19]=3[N:20]([CH2:22][CH2:23][CH2:24][O:25][CH:26]3[CH2:31][CH2:30][CH2:29][CH2:28][O:27]3)[CH:21]=2)=[O:15])=[CH:10][CH:9]=1, predict the reactants needed to synthesize it. The reactants are: C(=O)([O-])[O-].[Cs+].[Cs+].[Cl:7][C:8]1[CH:39]=[CH:38][C:11]([CH2:12][NH:13][C:14]([C:16]2[C:17](=[O:37])[C:18]3[CH:34]=[C:33]([CH2:35]Cl)[S:32][C:19]=3[N:20]([CH2:22][CH2:23][CH2:24][O:25][CH:26]3[CH2:31][CH2:30][CH2:29][CH2:28][O:27]3)[CH:21]=2)=[O:15])=[CH:10][CH:9]=1.[O:40]1[CH:44]=[CH:43][CH:42]=[C:41]1[C@H:45]([OH:49])[CH2:46][NH:47][CH3:48]. (3) The reactants are: [NH2:1][CH2:2][C:3]1[CH:7]=[CH:6][S:5][C:4]=1[C:8]([O:10]C)=O.C(=O)([O-])[O-].[K+].[K+]. Given the product [S:5]1[C:4]2[C:8](=[O:10])[NH:1][CH2:2][C:3]=2[CH:7]=[CH:6]1, predict the reactants needed to synthesize it. (4) Given the product [Cl:1][C:2]1[S:6][C:5]([N:7]([CH2:8][C:9]2[CH:14]=[CH:13][C:12]([O:15][CH3:16])=[CH:11][C:10]=2[O:17][CH3:18])[S:38]([C:33]2[CH:34]=[CH:35][C:36]([F:37])=[C:31]([C:29]#[N:30])[CH:32]=2)(=[O:39])=[O:40])=[N:4][CH:3]=1, predict the reactants needed to synthesize it. The reactants are: [Cl:1][C:2]1[S:6][C:5]([NH:7][CH2:8][C:9]2[CH:14]=[CH:13][C:12]([O:15][CH3:16])=[CH:11][C:10]=2[O:17][CH3:18])=[N:4][CH:3]=1.C[Si](C)(C)N[Si](C)(C)C.[Li].[C:29]([C:31]1[CH:32]=[C:33]([S:38](Cl)(=[O:40])=[O:39])[CH:34]=[CH:35][C:36]=1[F:37])#[N:30].[Cl-].[NH4+].